From a dataset of Drug-target binding data from BindingDB using Ki measurements. Regression. Given a target protein amino acid sequence and a drug SMILES string, predict the binding affinity score between them. We predict pKi (pKi = -log10(Ki in M); higher means stronger inhibition). Dataset: bindingdb_ki. (1) The drug is CC(C)(C)NC(=O)[C@@H]1C[C@@H]2CCCC[C@@H]2CN1C[C@@H](O)[C@H](Cc1ccccc1)NC(=O)[C@H](CC(N)=O)NC(=O)c1ccc2ccccc2n1. The target protein sequence is PQITLWQRPIVTVKIGGQLKEALLDTGADDTVIEDINLPGKWKPKMIGGIGGFVKVRQYDQIHIEICGKKAIGTVLVGPTPFNIIGRNMLTQIGCTLNF. The pKi is 7.6. (2) The small molecule is CC(=O)NC[C@H]1O[C@@H](n2cc(C)c(=O)[nH]c2=O)C[C@@H]1O. The target protein (P09768) has sequence MNYINLPTVLPGSPSKTRGQIQVILGPMFSGKSTELMRRVRRFQIAQNKCLVIKYAKDTRYSSSFSTHDRNTMDALPACLLRDVAQEALGAAVIGIDEGQFFPDIVEFCEVMANAGKTVIVAALDGTFQRKAFGSILNLVPLAESVVKLTAVCMECFREAAYTKRLGLEKEVEVIGGADKYHSVCRVCYFKKSSVQPAGPDNKENCPVLGQPGEASAVRKLFAPQQVLQHNSTN. The pKi is 2.2. (3) The compound is CCCCCCCCCCCCCCCC(=O)NCCCC[C@H](NC(=O)[C@H](CCCCN)NC(=O)[C@H](CCCCN)NC(=O)[C@@H]1CCCN1C(=O)CNC(=O)[C@H](CC(C)C)NC(=O)[C@H](CC(C)C)NC(=O)[C@H](Cc1ccc(O)cc1)NC(=O)CNC(=O)[C@H](C)NC(=O)[C@H](CO)NC(=O)[C@H](CC(N)=O)NC(=O)[C@H](CC(C)C)NC(=O)[C@@H](NC(=O)[C@H](Cc1c[nH]c2ccccc12)NC(=O)[C@H](C)N)[C@@H](C)O)C(=O)N[C@@H](CCCCN)C(N)=O. The target protein (O43603) has sequence MNVSGCPGAGNASQAGGGGGWHPEAVIVPLLFALIFLVGTVGNTLVLAVLLRGGQAVSTTNLFILNLGVADLCFILCCVPFQATIYTLDGWVFGSLLCKAVHFLIFLTMHASSFTLAAVSLDRYLAIRYPLHSRELRTPRNALAAIGLIWGLSLLFSGPYLSYYRQSQLANLTVCHPAWSAPRRRAMDICTFVFSYLLPVLVLGLTYARTLRYLWRAVDPVAAGSGARRAKRKVTRMILIVAALFCLCWMPHHALILCVWFGQFPLTRATYALRILSHLVSYANSCVNPIVYALVSKHFRKGFRTICAGLLGRAPGRASGRVCAAARGTHSGSVLERESSDLLHMSEAAGALRPCPGASQPCILEPCPGPSWQGPKAGDSILTVDVA. The pKi is 7.5.